Predict the reactants needed to synthesize the given product. From a dataset of Full USPTO retrosynthesis dataset with 1.9M reactions from patents (1976-2016). (1) Given the product [CH2:1]([O:8][CH2:9][C@@H:10]1[CH2:15][O:14][C:13]2[CH:16]=[CH:17][C:18]([CH2:20][CH2:21][NH:22][CH2:23][CH:24]([C:26]3[N:31]=[C:30]([CH2:32][OH:33])[C:29]([OH:35])=[CH:28][CH:27]=3)[OH:25])=[CH:19][C:12]=2[O:11]1)[C:2]1[CH:7]=[CH:6][CH:5]=[CH:4][CH:3]=1, predict the reactants needed to synthesize it. The reactants are: [CH2:1]([O:8][CH2:9][C@@H:10]1[CH2:15][O:14][C:13]2[CH:16]=[CH:17][C:18]([CH2:20][CH2:21][NH:22][CH2:23][CH:24]([C:26]3[N:31]=[C:30]4[CH2:32][O:33]C(C5C=CC=CC=5)[O:35][C:29]4=[CH:28][CH:27]=3)[OH:25])=[CH:19][C:12]=2[O:11]1)[C:2]1[CH:7]=[CH:6][CH:5]=[CH:4][CH:3]=1. (2) Given the product [Si:1]([O:8][C:9]1[CH:10]=[C:11]([C:15]2[CH:20]=[CH:19][CH:18]=[CH:17][C:16]=2[NH2:21])[CH:12]=[CH:13][CH:14]=1)([C:4]([CH3:7])([CH3:6])[CH3:5])([CH3:3])[CH3:2], predict the reactants needed to synthesize it. The reactants are: [Si:1]([O:8][C:9]1[CH:10]=[C:11]([C:15]2[CH:20]=[CH:19][CH:18]=[CH:17][C:16]=2[N+:21]([O-])=O)[CH:12]=[CH:13][CH:14]=1)([C:4]([CH3:7])([CH3:6])[CH3:5])([CH3:3])[CH3:2]. (3) Given the product [O:6]([C@H:14]([C@@H:22]([O:25][Si:26]([C:29]([CH3:32])([CH3:31])[CH3:30])([CH3:27])[CH3:28])[CH:23]=[O:24])[CH2:15][CH2:16][CH2:17][C:18]([O:20][CH3:21])=[O:19])[Si:7]([C:10]([CH3:11])([CH3:13])[CH3:12])([CH3:9])[CH3:8], predict the reactants needed to synthesize it. The reactants are: [Cl-].CS(C)=O.[O:6]([C@H:14]([C@H:22]([O:25][Si:26]([C:29]([CH3:32])([CH3:31])[CH3:30])([CH3:28])[CH3:27])[CH2:23][OH:24])[CH2:15][CH2:16][CH2:17][C:18]([O:20][CH3:21])=[O:19])[Si:7]([C:10]([CH3:13])([CH3:12])[CH3:11])([CH3:9])[CH3:8].C(N(CC)CC)C. (4) Given the product [CH3:37][S:38]([O:36][CH2:35][CH2:34][C:28]1([CH2:27][CH2:26][O:8][Si:9]([C:22]([CH3:24])([CH3:25])[CH3:23])([C:16]2[CH:17]=[CH:18][CH:19]=[CH:20][CH:21]=2)[C:10]2[CH:15]=[CH:14][CH:13]=[CH:12][CH:11]=2)[CH2:29][CH2:30][CH2:31][CH2:32][CH2:33]1)(=[O:40])=[O:39], predict the reactants needed to synthesize it. The reactants are: C(N(CC)CC)C.[O:8]([CH2:26][CH2:27][C:28]1([CH2:34][CH2:35][OH:36])[CH2:33][CH2:32][CH2:31][CH2:30][CH2:29]1)[Si:9]([C:22]([CH3:25])([CH3:24])[CH3:23])([C:16]1[CH:21]=[CH:20][CH:19]=[CH:18][CH:17]=1)[C:10]1[CH:15]=[CH:14][CH:13]=[CH:12][CH:11]=1.[CH3:37][S:38](Cl)(=[O:40])=[O:39].C(=O)([O-])O.[Na+]. (5) Given the product [NH2:1][C:2]1[C:7]2[C:8]([C:11]3[CH:16]=[CH:15][C:14]([F:17])=[C:13]([Cl:18])[CH:12]=3)=[CH:9][S:10][C:6]=2[C:5]([C:28]2[CH:33]=[CH:32][CH:31]=[C:30]([S:34](=[O:36])(=[O:35])[NH2:37])[CH:29]=2)=[CH:4][N:3]=1, predict the reactants needed to synthesize it. The reactants are: [NH2:1][C:2]1[C:7]2[C:8]([C:11]3[CH:16]=[CH:15][C:14]([F:17])=[C:13]([Cl:18])[CH:12]=3)=[CH:9][S:10][C:6]=2[C:5](Br)=[CH:4][N:3]=1.CC1(C)C(C)(C)OB([C:28]2[CH:29]=[C:30]([S:34]([NH2:37])(=[O:36])=[O:35])[CH:31]=[CH:32][CH:33]=2)O1.C([O-])([O-])=O.[Na+].[Na+].CN(C=O)C. (6) The reactants are: [Li+].[OH-].C[O:4][C:5](=[O:24])[CH2:6][CH2:7][CH2:8][CH2:9][CH:10]=[C:11]([C:18]1[CH:23]=[CH:22][CH:21]=[CH:20][N:19]=1)[C:12]1[CH:17]=[CH:16][CH:15]=[CH:14][N:13]=1.Cl.CCOC(C)=O. Given the product [N:13]1[CH:14]=[CH:15][CH:16]=[CH:17][C:12]=1[C:11]([C:18]1[CH:23]=[CH:22][CH:21]=[CH:20][N:19]=1)=[CH:10][CH2:9][CH2:8][CH2:7][CH2:6][C:5]([OH:24])=[O:4], predict the reactants needed to synthesize it. (7) Given the product [CH:8]1([NH:12][N:3]2[CH:4]=[CH:5][N:6]=[CH:7][CH2:2]2)[CH2:11][CH2:10][CH2:9]1, predict the reactants needed to synthesize it. The reactants are: Cl[C:2]1[CH:7]=[N:6][CH:5]=[CH:4][N:3]=1.[CH:8]1([NH2:12])[CH2:11][CH2:10][CH2:9]1. (8) Given the product [I:1][C:2]1[CH:3]=[CH:4][C:5]([C:21]([N:23]2[CH2:28][CH2:27][O:26][CH2:25][CH2:24]2)=[O:22])=[C:6]([NH:8][S:9]([C:12]2[C:17]3[N:18]=[CH:38][CH:39]=[N:20][C:16]=3[CH:15]=[CH:14][CH:13]=2)(=[O:11])=[O:10])[CH:7]=1, predict the reactants needed to synthesize it. The reactants are: [I:1][C:2]1[CH:3]=[CH:4][C:5]([C:21]([N:23]2[CH2:28][CH2:27][O:26][CH2:25][CH2:24]2)=[O:22])=[C:6]([NH:8][S:9]([C:12]2[C:17]3=[N:18]S[N:20]=[C:16]3[CH:15]=[CH:14][CH:13]=2)(=[O:11])=[O:10])[CH:7]=1.CN(C(ON1N=N[C:39]2C=CC=N[C:38]1=2)=[N+](C)C)C.F[P-](F)(F)(F)(F)F.N1SN=C2C(S(NC3C=C(I)C=CC=3C(O)=O)(=O)=O)=CC=CC=12.N1CCOCC1.